From a dataset of Full USPTO retrosynthesis dataset with 1.9M reactions from patents (1976-2016). Predict the reactants needed to synthesize the given product. (1) Given the product [N:19]1([C:25]2[CH:33]=[CH:32][C:31]([N+:34]([O-:36])=[O:35])=[CH:30][C:26]=2[C:27]([N:4]2[CH2:5][CH2:6][N:1]([C:7]3[CH:14]=[CH:13][C:12]([C:15]([F:16])([F:18])[F:17])=[CH:11][C:8]=3[C:9]#[N:10])[CH2:2][CH2:3]2)=[O:28])[CH2:24][CH2:23][O:22][CH2:21][CH2:20]1, predict the reactants needed to synthesize it. The reactants are: [N:1]1([C:7]2[CH:14]=[CH:13][C:12]([C:15]([F:18])([F:17])[F:16])=[CH:11][C:8]=2[C:9]#[N:10])[CH2:6][CH2:5][NH:4][CH2:3][CH2:2]1.[N:19]1([C:25]2[CH:33]=[CH:32][C:31]([N+:34]([O-:36])=[O:35])=[CH:30][C:26]=2[C:27](Cl)=[O:28])[CH2:24][CH2:23][O:22][CH2:21][CH2:20]1. (2) Given the product [CH3:1][O:2][C:3]1[CH:10]=[C:9]([O:11][CH3:12])[C:8]([C:13]2[CH:14]=[N:15][NH:16][CH:17]=2)=[CH:7][C:4]=1/[CH:5]=[CH:19]/[C:18]([C:21]1[CH:29]=[CH:28][C:24]([C:25]([OH:27])=[O:26])=[CH:23][CH:22]=1)=[O:20], predict the reactants needed to synthesize it. The reactants are: [CH3:1][O:2][C:3]1[CH:10]=[C:9]([O:11][CH3:12])[C:8]([C:13]2[CH:14]=[N:15][NH:16][CH:17]=2)=[CH:7][C:4]=1[CH:5]=O.[C:18]([C:21]1[CH:29]=[CH:28][C:24]([C:25]([OH:27])=[O:26])=[CH:23][CH:22]=1)(=[O:20])[CH3:19]. (3) Given the product [Cl:1][C:2]1[NH:3][C:4](=[O:15])[C:5]2[CH:10]=[CH:9][N:8]([CH:11]3[CH2:13][CH2:12]3)[C:6]=2[N:7]=1, predict the reactants needed to synthesize it. The reactants are: [Cl:1][C:2]1[N:3]=[C:4](Cl)[C:5]2[CH:10]=[CH:9][N:8]([CH:11]3[CH2:13][CH2:12]3)[C:6]=2[N:7]=1.[OH-:15].[K+].Cl. (4) Given the product [CH2:28]([N:25]1[C:26]2[C:22](=[CH:21][CH:20]=[C:19]([C@H:17]3[C@@:10]4([C:11]5[C:16](=[CH:15][CH:14]=[CH:13][CH:12]=5)[N:8]([CH3:1])[C:9]4=[O:35])[CH2:18]3)[CH:27]=2)[CH:23]=[N:24]1)[C:29]1[CH:30]=[CH:31][CH:32]=[CH:33][CH:34]=1, predict the reactants needed to synthesize it. The reactants are: [CH2:1]([N:8]1[C:16]2[C:11](=[CH:12][CH:13]=[CH:14][CH:15]=2)[C@:10]2([CH2:18][C@H:17]2[C:19]2[CH:27]=[C:26]3[C:22]([CH:23]=[N:24][N:25]3[CH2:28][C:29]3[CH:34]=[CH:33][CH:32]=[CH:31][CH:30]=3)=[CH:21][CH:20]=2)[C:9]1=[O:35])C1C=CC=CC=1.CS(O[C@@H](C1C=C2C(C=NN2CC2C=CC=CC=2)=CC=1)COS(C)(=O)=O)(=O)=O.CN1C2C(=CC=CC=2)CC1=O. (5) Given the product [C:18]([NH:1][CH2:2][C:3]1[CH:4]=[CH:5][C:6]([C:7]([OH:9])=[O:8])=[CH:10][CH:11]=1)(=[O:21])[CH:19]=[CH2:20], predict the reactants needed to synthesize it. The reactants are: [NH2:1][CH2:2][C:3]1[CH:11]=[CH:10][C:6]([C:7]([OH:9])=[O:8])=[CH:5][CH:4]=1.N1C=CC=CC=1.[C:18](Cl)(=[O:21])[CH:19]=[CH2:20].C(Cl)(Cl)Cl.CO. (6) Given the product [CH3:7][C:18]1[CH:19]=[CH:14][C:15]([S:20]([O:5][CH2:4][C@@H:3]([O:2][CH3:1])[CH3:6])(=[O:21])=[O:22])=[CH:16][CH:17]=1, predict the reactants needed to synthesize it. The reactants are: [CH3:1][O:2][C@@H:3]([CH3:6])[CH2:4][OH:5].[CH3:7]CN(CC)CC.[C:14]1(C)[C:15]([S:20](Cl)(=[O:22])=[O:21])=[CH:16][CH:17]=[CH:18][CH:19]=1. (7) Given the product [CH3:1][O:2][CH:3]1[CH2:8][CH2:7][N:6]([CH2:9][CH2:10][NH:11][C:13]2[N:14]=[N+:15]([O-:26])[C:16]3[CH:25]=[C:24]4[C:20]([CH2:21][CH2:22][CH2:23]4)=[CH:19][C:17]=3[N:18]=2)[CH2:5][CH2:4]1, predict the reactants needed to synthesize it. The reactants are: [CH3:1][O:2][CH:3]1[CH2:8][CH2:7][N:6]([CH2:9][CH2:10][NH2:11])[CH2:5][CH2:4]1.Cl[C:13]1[N:14]=[N+:15]([O-:26])[C:16]2[CH:25]=[C:24]3[C:20]([CH2:21][CH2:22][CH2:23]3)=[CH:19][C:17]=2[N:18]=1.CCN(CC)CC. (8) Given the product [CH2:3]([OH:4])[CH3:2].[C:1]([NH:10][CH2:11][CH2:12][CH2:13][CH2:14][CH2:15][CH2:16][CH2:17][CH2:18][CH2:19][C:20]([O-:22])=[O:21])(=[O:9])[C:2]1[C:3](=[CH:5][CH:6]=[CH:7][CH:8]=1)[OH:4].[Na+:24].[Na+:24].[C:1]([NH:10][CH2:11][CH2:12][CH2:13][CH2:14][CH2:15][CH2:16][CH2:17][CH2:18][CH2:19][C:20]([O-:22])=[O:21])(=[O:9])[C:2]1[C:3](=[CH:5][CH:6]=[CH:7][CH:8]=1)[OH:4], predict the reactants needed to synthesize it. The reactants are: [C:1]([NH:10][CH2:11][CH2:12][CH2:13][CH2:14][CH2:15][CH2:16][CH2:17][CH2:18][CH2:19][C:20]([OH:22])=[O:21])(=[O:9])[C:2]1[C:3](=[CH:5][CH:6]=[CH:7][CH:8]=1)[OH:4].[OH-].[Na+:24]. (9) Given the product [F:31][C:32]1[CH:37]=[CH:36][C:35]([C:2]2[C:3]3[C:8](=[N:7][C:6]([C:12]4[CH:17]=[CH:16][CH:15]=[CH:14][C:13]=4[F:18])=[CH:5][CH:4]=3)[N:9]=[CH:10][CH:11]=2)=[CH:34][C:33]=1[C:20]1[C:25]([C:24]#[N:23])=[CH:26][CH:27]=[CH:28][CH:29]=1, predict the reactants needed to synthesize it. The reactants are: Cl[C:2]1[CH:11]=[CH:10][N:9]=[C:8]2[C:3]=1[CH:4]=[CH:5][C:6]([C:12]1[CH:17]=[CH:16][CH:15]=[CH:14][C:13]=1[F:18])=[N:7]2.Cl[C:20]1[CH:29]=[CH:28][C:27]2C(=[N:23][CH:24]=[CH:25][C:26]=2Cl)N=1.[F:31][C:32]1[CH:37]=[CH:36][CH:35]=[CH:34][C:33]=1B(O)O.C(=O)([O-])[O-].[Na+].[Na+]. (10) Given the product [Cl:3][C:4]1[C:5]([C:11](=[N:26][O:27][CH3:28])[CH2:12][N:13]([CH3:29])[C:14](=[O:25])[C:15]2[CH:20]=[CH:19][CH:18]=[CH:17][C:16]=2[C:21]([F:22])([F:24])[F:23])=[N:6][CH:7]=[C:8]([Cl:10])[CH:9]=1, predict the reactants needed to synthesize it. The reactants are: [H-].[Na+].[Cl:3][C:4]1[C:5]([C:11](=[N:26][O:27][CH3:28])[CH2:12][NH:13][C:14](=[O:25])[C:15]2[CH:20]=[CH:19][CH:18]=[CH:17][C:16]=2[C:21]([F:24])([F:23])[F:22])=[N:6][CH:7]=[C:8]([Cl:10])[CH:9]=1.[CH3:29]I.